From a dataset of Full USPTO retrosynthesis dataset with 1.9M reactions from patents (1976-2016). Predict the reactants needed to synthesize the given product. The reactants are: [Cl:1][C:2]1[C:9]([C:10]#[N:11])=[C:8](F)[CH:7]=[CH:6][C:3]=1[C:4]#[N:5].[OH:13][C:14]([C@H:17]1[CH2:21][CH2:20][NH:19][C@H:18]1[CH3:22])([CH3:16])[CH3:15].C(=O)([O-])[O-].[Li+].[Li+]. Given the product [Cl:1][C:2]1[C:9]([C:10]#[N:11])=[C:8]([N:19]2[CH2:20][CH2:21][C@H:17]([C:14]([OH:13])([CH3:16])[CH3:15])[C@@H:18]2[CH3:22])[CH:7]=[CH:6][C:3]=1[C:4]#[N:5], predict the reactants needed to synthesize it.